This data is from Catalyst prediction with 721,799 reactions and 888 catalyst types from USPTO. The task is: Predict which catalyst facilitates the given reaction. (1) Reactant: [CH2:1]([C:3]1[CH:8]=[CH:7][CH:6]=[CH:5][C:4]=1[CH:9]=[CH:10][C:11]([OH:13])=[O:12])[CH3:2]. Product: [CH2:1]([C:3]1[CH:8]=[CH:7][CH:6]=[CH:5][C:4]=1[CH2:9][CH2:10][C:11]([OH:13])=[O:12])[CH3:2]. The catalyst class is: 123. (2) Reactant: [C:1]1([C:7]2[N:8]([C:16]3[CH:24]=[CH:23][C:19]([C:20](O)=[O:21])=[CH:18][CH:17]=3)[C:9]3[CH2:10][CH2:11][CH2:12][CH2:13][C:14]=3[CH:15]=2)[CH:6]=[CH:5][CH:4]=[CH:3][CH:2]=1.[CH3:25][CH:26]1[CH2:31][CH2:30][CH2:29][CH2:28][N:27]1[CH2:32][CH2:33][NH2:34].C(Cl)CCl. Product: [CH3:25][CH:26]1[CH2:31][CH2:30][CH2:29][CH2:28][N:27]1[CH2:32][CH2:33][NH:34][C:20](=[O:21])[C:19]1[CH:18]=[CH:17][C:16]([N:8]2[C:9]3[CH2:10][CH2:11][CH2:12][CH2:13][C:14]=3[CH:15]=[C:7]2[C:1]2[CH:2]=[CH:3][CH:4]=[CH:5][CH:6]=2)=[CH:24][CH:23]=1. The catalyst class is: 79.